From a dataset of HIV replication inhibition screening data with 41,000+ compounds from the AIDS Antiviral Screen. Binary Classification. Given a drug SMILES string, predict its activity (active/inactive) in a high-throughput screening assay against a specified biological target. (1) The drug is CCOC(=O)C(C)(c1c(C)[nH]c2ccccc12)c1c(C)[nH]c2ccccc12. The result is 0 (inactive). (2) The compound is CCc1cccc(CC)c1NC(=S)NC(=O)c1ccc(Br)cc1. The result is 0 (inactive). (3) The compound is CN(C)CCNc1ccc2c(=O)n(CCN(C)C)c(=O)n3c4ccc([N+](=O)[O-])cc4c(=O)c1c23. The result is 0 (inactive). (4) The compound is CCCCCCCCCCCC(=O)OCC(C[As](=O)(O)O)OC(=O)CCCCCCCCCCC. The result is 0 (inactive). (5) The molecule is CC(=O)C(=CNC(=S)Nc1ccccc1)C(=O)Nc1ccc(Cl)cc1. The result is 0 (inactive). (6) The compound is CNC(C#N)c1ccc(OC)cc1. The result is 0 (inactive). (7) The molecule is CC1(C)C2CCC1(C)C(NC(=O)CCN1CCOCC1)C2. The result is 0 (inactive).